This data is from Catalyst prediction with 721,799 reactions and 888 catalyst types from USPTO. The task is: Predict which catalyst facilitates the given reaction. (1) Reactant: [Cl:1][C:2]1[CH:7]=[CH:6][C:5]([S:8]([NH2:11])(=[O:10])=[O:9])=[CH:4][C:3]=1[N+:12]([O-:14])=[O:13].N[C:16]1[CH:21]=[CH:20][CH:19]=[CH:18][CH:17]=1.N1C=CC=CC=1. Product: [Cl:1][C:2]1[CH:7]=[CH:6][C:5]([S:8]([NH:11][C:16]2[CH:21]=[CH:20][CH:19]=[CH:18][CH:17]=2)(=[O:9])=[O:10])=[CH:4][C:3]=1[N+:12]([O-:14])=[O:13]. The catalyst class is: 124. (2) Reactant: C(OC([NH:8][C:9]1([CH3:15])[CH2:12][S:11](=[O:14])(=[O:13])[CH2:10]1)=O)(C)(C)C.[F:16][C:17]([F:22])([F:21])[C:18]([OH:20])=[O:19]. Product: [F:16][C:17]([F:22])([F:21])[C:18]([OH:20])=[O:19].[O:13]=[S:11]1(=[O:14])[CH2:12][C:9]([CH3:15])([NH2:8])[CH2:10]1. The catalyst class is: 4. (3) Product: [C:1]([O:5][C:6](=[O:15])[NH:7][C:8]1[CH:13]=[CH:12][C:11]([CH2:14][Br:23])=[CH:10][N:9]=1)([CH3:4])([CH3:3])[CH3:2]. The catalyst class is: 53. Reactant: [C:1]([O:5][C:6](=[O:15])[NH:7][C:8]1[CH:13]=[CH:12][C:11]([CH3:14])=[CH:10][N:9]=1)([CH3:4])([CH3:3])[CH3:2].C1C(=O)N([Br:23])C(=O)C1.CC(N=NC(C#N)(C)C)(C#N)C. (4) Reactant: Br[C:2]1[C:3]2[CH:13]=[C:12]([Cl:14])[CH:11]=[CH:10][C:4]=2[S:5][C:6]=1[C:7](=[O:9])[CH3:8].C([O-])([O-])=O.[K+].[K+].[C:21]1(B(O)O)[CH:26]=[CH:25][CH:24]=[CH:23][CH:22]=1.CCO. Product: [Cl:14][C:12]1[CH:11]=[CH:10][C:4]2[S:5][C:6]([C:7](=[O:9])[CH3:8])=[C:2]([C:21]3[CH:26]=[CH:25][CH:24]=[CH:23][CH:22]=3)[C:3]=2[CH:13]=1. The catalyst class is: 11. (5) Reactant: [OH:1][CH2:2][CH2:3][CH2:4][C:5]1[CH:14]=[CH:13][C:8]([C:9]([O:11][CH3:12])=[O:10])=[CH:7][CH:6]=1.C(N(CC)CC)C.[CH3:22][S:23](Cl)(=[O:25])=[O:24].C(=O)([O-])O.[Na+]. Product: [CH3:22][S:23]([O:1][CH2:2][CH2:3][CH2:4][C:5]1[CH:14]=[CH:13][C:8]([C:9]([O:11][CH3:12])=[O:10])=[CH:7][CH:6]=1)(=[O:25])=[O:24]. The catalyst class is: 366. (6) Reactant: [Cl:1][C:2]1[CH:7]=[C:6](Br)[CH:5]=[C:4](Br)[CH:3]=1.[CH:10]1(B(O)O)[CH2:12][CH2:11]1.[O-]P([O-])([O-])=O.[K+].[K+].[K+].C1(P([CH:37]2[CH2:42][CH2:41]CCC2)C2CCCCC2)CCCCC1. Product: [Cl:1][C:2]1[CH:7]=[C:6]([CH:10]2[CH2:12][CH2:11]2)[CH:5]=[C:4]([CH:41]2[CH2:42][CH2:37]2)[CH:3]=1. The catalyst class is: 318. (7) Reactant: [F:1][C:2]1[CH:7]=[CH:6][CH:5]=[CH:4][N:3]=1.[Li+].CC([N-]C(C)C)C.[S:16]1[CH:20]=[CH:19][CH:18]=[C:17]1[CH:21]=[O:22]. Product: [F:1][C:2]1[C:7]([CH:21]([C:17]2[S:16][CH:20]=[CH:19][CH:18]=2)[OH:22])=[CH:6][CH:5]=[CH:4][N:3]=1. The catalyst class is: 1. (8) Reactant: Cl.[F:2][C:3]1[CH:4]=[C:5]2[C:9](=[CH:10][CH:11]=1)[NH:8][C:7]([C:12]1[CH:13]=[C:14]([NH:18][C:19]3[CH:28]=[CH:27][C:22]([C:23]([O:25]C)=[O:24])=[CH:21][CH:20]=3)[CH:15]=[N:16][CH:17]=1)=[CH:6]2. Product: [F:2][C:3]1[CH:4]=[C:5]2[C:9](=[CH:10][CH:11]=1)[NH:8][C:7]([C:12]1[CH:13]=[C:14]([NH:18][C:19]3[CH:28]=[CH:27][C:22]([C:23]([OH:25])=[O:24])=[CH:21][CH:20]=3)[CH:15]=[N:16][CH:17]=1)=[CH:6]2. The catalyst class is: 1.